This data is from In vitro SARS-CoV-2 activity screen of 1,480 approved drugs from Prestwick library. The task is: Binary Classification. Given a drug SMILES string, predict its activity (active/inactive) in a high-throughput screening assay against a specified biological target. (1) The drug is C[C@H](NCCc1ccc(O)cc1)[C@H](O)c1ccc(O)cc1.Cl. The result is 0 (inactive). (2) The result is 0 (inactive). The compound is CCOC(=O)O[C@]1(C(=O)OCCl)CC[C@H]2[C@@H]3CCC4=CC(=O)C=C[C@]4(C)[C@H]3[C@@H](O)C[C@@]21C. (3) The compound is CC(=O)N=c1sc(S(N)(=O)=O)nn1C. The result is 0 (inactive). (4) The drug is CC(=O)N1CCN(c2ccc(OC[C@H]3CO[C@](Cn4ccnc4)(c4ccc(Cl)cc4Cl)O3)cc2)CC1. The result is 0 (inactive). (5) The drug is CCc1cccc(CC)c1NC(=O)CN(CC(=O)O)CC(=O)O. The result is 0 (inactive). (6) The molecule is CCCCC1C(=O)N(c2ccccc2)N(c2ccccc2)C1=O. The result is 0 (inactive).